From a dataset of Full USPTO retrosynthesis dataset with 1.9M reactions from patents (1976-2016). Predict the reactants needed to synthesize the given product. Given the product [CH3:15][O:16][C:17]1[CH:24]=[CH:23][CH:22]=[CH:21][C:18]=1[CH2:19][NH:20][C:8]1[CH:7]=[CH:6][C:5]2[C:4]([NH:1][CH2:25][C:26]3[NH:27][CH:28]=[N:29][C:30]=3[CH3:31])=[CH:13][CH:12]=[CH:11][C:10]=2[N:9]=1, predict the reactants needed to synthesize it. The reactants are: [N+:1]([C:4]1[CH:13]=[CH:12][CH:11]=[C:10]2[C:5]=1[CH:6]=[CH:7][C:8](Cl)=[N:9]2)([O-])=O.[CH3:15][O:16][C:17]1[CH:24]=[CH:23][CH:22]=[CH:21][C:18]=1[CH2:19][NH2:20].[CH3:25][C:26]1[N:27]=[CH:28][NH:29][C:30]=1[CH:31]=O.